From a dataset of Reaction yield outcomes from USPTO patents with 853,638 reactions. Predict the reaction yield, written as a fraction of the theoretical maximum amount of product (1.0 means a 100% yield; for example, 0.34 means a 34% yield). The reactants are C(NC(C)C)(C)C.[Li]CCCC.[Br:13][C:14]1[CH:19]=[C:18]([CH3:20])[CH:17]=[CH:16][C:15]=1[F:21].[C:22](=[O:24])=[O:23]. The catalyst is C1COCC1. The product is [Br:13][C:14]1[C:15]([F:21])=[C:16]([CH:17]=[C:18]([CH3:20])[CH:19]=1)[C:22]([OH:24])=[O:23]. The yield is 0.850.